This data is from NCI-60 drug combinations with 297,098 pairs across 59 cell lines. The task is: Regression. Given two drug SMILES strings and cell line genomic features, predict the synergy score measuring deviation from expected non-interaction effect. (1) Drug 1: C1CC(C1)(C(=O)O)C(=O)O.[NH2-].[NH2-].[Pt+2]. Drug 2: CN(C(=O)NC(C=O)C(C(C(CO)O)O)O)N=O. Cell line: OVCAR-4. Synergy scores: CSS=-1.66, Synergy_ZIP=3.78, Synergy_Bliss=-2.62, Synergy_Loewe=-8.76, Synergy_HSA=-5.11. (2) Drug 1: CC(C)NC(=O)C1=CC=C(C=C1)CNNC.Cl. Drug 2: C(CN)CNCCSP(=O)(O)O. Cell line: BT-549. Synergy scores: CSS=3.70, Synergy_ZIP=0.786, Synergy_Bliss=2.89, Synergy_Loewe=2.28, Synergy_HSA=2.22.